This data is from Peptide-MHC class I binding affinity with 185,985 pairs from IEDB/IMGT. The task is: Regression. Given a peptide amino acid sequence and an MHC pseudo amino acid sequence, predict their binding affinity value. This is MHC class I binding data. (1) The peptide sequence is GVCGIRSATR. The MHC is HLA-A68:01 with pseudo-sequence HLA-A68:01. The binding affinity (normalized) is 0.303. (2) The peptide sequence is VTAASPMLY. The MHC is HLA-A31:01 with pseudo-sequence HLA-A31:01. The binding affinity (normalized) is 0. (3) The peptide sequence is YIYSEIKQGR. The MHC is HLA-A03:01 with pseudo-sequence HLA-A03:01. The binding affinity (normalized) is 0.315. (4) The peptide sequence is QPTPLSPPL. The MHC is H-2-Ld with pseudo-sequence H-2-Ld. The binding affinity (normalized) is 0.196.